This data is from Reaction yield outcomes from USPTO patents with 853,638 reactions. The task is: Predict the reaction yield, written as a fraction of the theoretical maximum amount of product (1.0 means a 100% yield; for example, 0.34 means a 34% yield). The yield is 0.570. The catalyst is FC(F)(F)C(O)=O.O. The reactants are [S:1](=[O:32])(=[O:31])([O:3][CH2:4][C@@H:5]1[C@@H:12]2[C@@H:8]([O:9]C(C)(C)[O:11]2)[C@H:7]([N:15]2[C:19]3[N:20]=[CH:21][N:22]=[C:23]([S:24][C:25]4[CH:30]=[CH:29][CH:28]=[CH:27][CH:26]=4)[C:18]=3[CH:17]=[CH:16]2)[CH2:6]1)[NH2:2]. The product is [S:1](=[O:32])(=[O:31])([O:3][CH2:4][C@H:5]1[CH2:6][C@@H:7]([N:15]2[C:19]3[N:20]=[CH:21][N:22]=[C:23]([S:24][C:25]4[CH:30]=[CH:29][CH:28]=[CH:27][CH:26]=4)[C:18]=3[CH:17]=[CH:16]2)[C@H:8]([OH:9])[C@@H:12]1[OH:11])[NH2:2].